From a dataset of NCI-60 drug combinations with 297,098 pairs across 59 cell lines. Regression. Given two drug SMILES strings and cell line genomic features, predict the synergy score measuring deviation from expected non-interaction effect. (1) Drug 1: C1CC(=O)NC(=O)C1N2CC3=C(C2=O)C=CC=C3N. Drug 2: CC1C(C(CC(O1)OC2CC(OC(C2O)C)OC3=CC4=CC5=C(C(=O)C(C(C5)C(C(=O)C(C(C)O)O)OC)OC6CC(C(C(O6)C)O)OC7CC(C(C(O7)C)O)OC8CC(C(C(O8)C)O)(C)O)C(=C4C(=C3C)O)O)O)O. Cell line: TK-10. Synergy scores: CSS=-1.50, Synergy_ZIP=0.0477, Synergy_Bliss=-1.46, Synergy_Loewe=-3.38, Synergy_HSA=-2.19. (2) Drug 1: CC1OCC2C(O1)C(C(C(O2)OC3C4COC(=O)C4C(C5=CC6=C(C=C35)OCO6)C7=CC(=C(C(=C7)OC)O)OC)O)O. Cell line: RXF 393. Synergy scores: CSS=13.9, Synergy_ZIP=-5.54, Synergy_Bliss=-1.94, Synergy_Loewe=-0.291, Synergy_HSA=0.959. Drug 2: CC1=C(N=C(N=C1N)C(CC(=O)N)NCC(C(=O)N)N)C(=O)NC(C(C2=CN=CN2)OC3C(C(C(C(O3)CO)O)O)OC4C(C(C(C(O4)CO)O)OC(=O)N)O)C(=O)NC(C)C(C(C)C(=O)NC(C(C)O)C(=O)NCCC5=NC(=CS5)C6=NC(=CS6)C(=O)NCCC[S+](C)C)O. (3) Drug 1: C1CN1P(=S)(N2CC2)N3CC3. Drug 2: CC1=C(C=C(C=C1)NC(=O)C2=CC=C(C=C2)CN3CCN(CC3)C)NC4=NC=CC(=N4)C5=CN=CC=C5. Cell line: OVCAR-4. Synergy scores: CSS=3.05, Synergy_ZIP=-0.530, Synergy_Bliss=1.94, Synergy_Loewe=-0.243, Synergy_HSA=1.11. (4) Drug 1: CN1C(=O)N2C=NC(=C2N=N1)C(=O)N. Drug 2: B(C(CC(C)C)NC(=O)C(CC1=CC=CC=C1)NC(=O)C2=NC=CN=C2)(O)O. Cell line: 786-0. Synergy scores: CSS=65.9, Synergy_ZIP=-0.785, Synergy_Bliss=0.721, Synergy_Loewe=-30.3, Synergy_HSA=0.759.